Dataset: Reaction yield outcomes from USPTO patents with 853,638 reactions. Task: Predict the reaction yield, written as a fraction of the theoretical maximum amount of product (1.0 means a 100% yield; for example, 0.34 means a 34% yield). The reactants are [CH2:1]1[C:10]2[C:5](=[CH:6][CH:7]=[CH:8][CH:9]=2)[CH2:4][CH2:3][C:2]1=O.[CH3:12]OC(OC)N(C)C.[NH:20]([C:22]1[CH:23]=[C:24]([CH:28]=[CH:29][CH:30]=1)[C:25]([OH:27])=[O:26])[NH2:21]. The catalyst is O. The product is [CH:12]1[C:1]2[C:10]3[CH:9]=[CH:8][CH:7]=[CH:6][C:5]=3[CH2:4][CH2:3][C:2]=2[N:20]([C:22]2[CH:23]=[C:24]([CH:28]=[CH:29][CH:30]=2)[C:25]([OH:27])=[O:26])[N:21]=1. The yield is 0.630.